Dataset: Reaction yield outcomes from USPTO patents with 853,638 reactions. Task: Predict the reaction yield, written as a fraction of the theoretical maximum amount of product (1.0 means a 100% yield; for example, 0.34 means a 34% yield). (1) The reactants are [CH3:1][C:2]1[C:6]([CH3:7])=[C:5]([N:8]([CH2:20][O:21][CH3:22])[S:9]([C:12]2[CH:16]=[CH:15][S:14][C:13]=2[C:17](Cl)=[O:18])(=[O:11])=[O:10])[O:4][N:3]=1.[C:23]([O:26][CH2:27][C:28]1[C:29]([CH3:37])=[C:30]([C:32]([CH3:36])=[CH:33][C:34]=1[CH3:35])[NH2:31])(=[O:25])[CH3:24].C(N(CC)CC)C.O. The catalyst is ClCCl.CN(C)C1C=CN=CC=1. The product is [C:23]([O:26][CH2:27][C:28]1[C:29]([CH3:37])=[C:30]([NH:31][C:17]([C:13]2[S:14][CH:15]=[CH:16][C:12]=2[S:9]([N:8]([C:5]2[O:4][N:3]=[C:2]([CH3:1])[C:6]=2[CH3:7])[CH2:20][O:21][CH3:22])(=[O:11])=[O:10])=[O:18])[C:32]([CH3:36])=[CH:33][C:34]=1[CH3:35])(=[O:25])[CH3:24]. The yield is 0.500. (2) The reactants are [C:1]([O:7][CH2:8][C:9]1[CH:14]=[CH:13][CH:12]=[CH:11][CH:10]=1)(=[O:6])[CH2:2][C:3]([O-:5])=O.C(N(CC)C(C)C)(C)C.[F:24][C:25]([F:34])([F:33])[C:26]1[CH:31]=[CH:30][CH:29]=[CH:28][C:27]=1[NH2:32].CN(C(ON1N=NC2C=CC=NC1=2)=[N+](C)C)C.F[P-](F)(F)(F)(F)F. The catalyst is C(Cl)Cl.CN(C=O)C. The product is [CH2:8]([O:7][C:1](=[O:6])[CH2:2][C:3]([NH:32][C:27]1[CH:28]=[CH:29][CH:30]=[CH:31][C:26]=1[C:25]([F:24])([F:33])[F:34])=[O:5])[C:9]1[CH:14]=[CH:13][CH:12]=[CH:11][CH:10]=1. The yield is 0.570. (3) The reactants are [F:1][C:2]1[CH:3]=[CH:4][C:5]([O:11][C:12]([F:15])([F:14])[F:13])=[C:6]2[C:10]=1[NH:9][CH:8]=[CH:7]2.[OH-].[K+].[CH3:18][O:19][CH2:20][CH2:21]Br. The catalyst is CS(C)=O. The product is [F:1][C:2]1[CH:3]=[CH:4][C:5]([O:11][C:12]([F:15])([F:13])[F:14])=[C:6]2[C:10]=1[N:9]([CH2:21][CH2:20][O:19][CH3:18])[CH:8]=[CH:7]2. The yield is 0.950. (4) The reactants are [C:1]([O:5][C:6](=[O:61])[CH2:7][CH2:8][CH2:9][CH2:10][CH2:11][CH2:12][CH2:13][CH2:14][CH2:15][CH2:16][CH2:17][CH2:18][CH2:19][CH2:20][CH2:21][CH2:22][CH2:23][CH2:24][C:25](=[O:60])[NH:26][C@H:27]([C:53]([O:55][C:56]([CH3:59])([CH3:58])[CH3:57])=[O:54])[CH2:28][CH2:29][C:30](=[O:52])[NH:31][CH2:32][CH2:33][O:34][CH2:35][CH2:36][O:37][CH2:38][C:39](=[O:51])[NH:40][CH2:41][CH2:42][O:43][CH2:44][CH2:45][O:46][CH2:47][C:48]([OH:50])=[O:49])([CH3:4])([CH3:3])[CH3:2].[B-](F)(F)(F)F.CN(C(O[N:75]1[C:80](=[O:81])[CH2:79][CH2:78][C:76]1=[O:77])=[N+](C)C)C.CCN(C(C)C)C(C)C. The catalyst is C(#N)C. The product is [C:1]([O:5][C:6](=[O:61])[CH2:7][CH2:8][CH2:9][CH2:10][CH2:11][CH2:12][CH2:13][CH2:14][CH2:15][CH2:16][CH2:17][CH2:18][CH2:19][CH2:20][CH2:21][CH2:22][CH2:23][CH2:24][C:25](=[O:60])[NH:26][C@H:27]([C:53]([O:55][C:56]([CH3:59])([CH3:58])[CH3:57])=[O:54])[CH2:28][CH2:29][C:30](=[O:52])[NH:31][CH2:32][CH2:33][O:34][CH2:35][CH2:36][O:37][CH2:38][C:39](=[O:51])[NH:40][CH2:41][CH2:42][O:43][CH2:44][CH2:45][O:46][CH2:47][C:48]([O:50][N:75]1[C:80](=[O:81])[CH2:79][CH2:78][C:76]1=[O:77])=[O:49])([CH3:4])([CH3:2])[CH3:3]. The yield is 0.990. (5) The reactants are Cl[C:2]1[C:11]2[C:6](=[CH:7][C:8]([F:15])=[C:9]([N+:12]([O-:14])=[O:13])[CH:10]=2)[N:5]=[CH:4][N:3]=1.[C:16]([C:18]1[CH:19]=[C:20]([CH:22]=[CH:23][CH:24]=1)[NH2:21])#[CH:17]. The catalyst is C(Cl)Cl.C(O)(C)C. The product is [C:16]([C:18]1[CH:19]=[C:20]([NH:21][C:2]2[C:11]3[C:6](=[CH:7][C:8]([F:15])=[C:9]([N+:12]([O-:14])=[O:13])[CH:10]=3)[N:5]=[CH:4][N:3]=2)[CH:22]=[CH:23][CH:24]=1)#[CH:17]. The yield is 0.503. (6) The reactants are [Cl:1][C:2]1[CH:7]=[CH:6][CH:5]=[CH:4][C:3]=1[N:8]1[C:12]([OH:13])=[CH:11][C:10]([C:14]([O:16][CH2:17][CH3:18])=[O:15])=[N:9]1.C(N(CC)CC)C.C1C=CC(N([S:33]([C:36]([F:39])([F:38])[F:37])(=[O:35])=[O:34])[S:33]([C:36]([F:39])([F:38])[F:37])(=[O:35])=[O:34])=CC=1.O. The product is [Cl:1][C:2]1[CH:7]=[CH:6][CH:5]=[CH:4][C:3]=1[N:8]1[C:12]([O:13][S:33]([C:36]([F:39])([F:38])[F:37])(=[O:35])=[O:34])=[CH:11][C:10]([C:14]([O:16][CH2:17][CH3:18])=[O:15])=[N:9]1. The catalyst is O1CCCC1. The yield is 0.950. (7) The reactants are [CH3:1][N:2]([CH3:15])[S:3]([N:6]1[C:10]2[CH2:11][CH2:12][CH2:13][CH2:14][C:9]=2[N:8]=[CH:7]1)(=[O:5])=[O:4].C([Li])CCC.CN([CH:24]=[O:25])C.[NH4+].[Cl-]. The catalyst is C1COCC1. The product is [CH3:1][N:2]([CH3:15])[S:3]([N:6]1[C:10]2[CH2:11][CH2:12][CH2:13][CH2:14][C:9]=2[N:8]=[C:7]1[CH:24]=[O:25])(=[O:4])=[O:5]. The yield is 0.510.